Dataset: Reaction yield outcomes from USPTO patents with 853,638 reactions. Task: Predict the reaction yield, written as a fraction of the theoretical maximum amount of product (1.0 means a 100% yield; for example, 0.34 means a 34% yield). (1) The reactants are [NH2:1][C:2]1[CH:6]=CNN=1.CO[C:9](=[O:20])[C:10]1[CH:15]=[CH:14][CH:13]=[CH:12][C:11]=1[C:16]([F:19])([F:18])[F:17]. The product is [O:20]=[C:9]([C:10]1[CH:15]=[CH:14][CH:13]=[CH:12][C:11]=1[C:16]([F:17])([F:18])[F:19])[CH2:6][C:2]#[N:1]. No catalyst specified. The yield is 0.940. (2) The reactants are C([Li])CCC.Cl[C:7]1[CH:8]=[N:9][C:10]([C:13]2[N:17]=[C:16]([C:18]3[CH:23]=[CH:22][C:21]([CH2:24][CH:25]([CH3:27])[CH3:26])=[CH:20][CH:19]=3)[O:15][N:14]=2)=[N:11][CH:12]=1.C1C[O:31][CH2:30]C1. The catalyst is CN(C=O)C. The product is [CH2:24]([C:21]1[CH:22]=[CH:23][C:18]([C:16]2[O:15][N:14]=[C:13]([C:10]3[N:9]=[CH:8][C:7]([CH:30]=[O:31])=[CH:12][N:11]=3)[N:17]=2)=[CH:19][CH:20]=1)[CH:25]([CH3:27])[CH3:26]. The yield is 0.760. (3) The reactants are [CH3:1][O:2][CH2:3][CH2:4][N:5]1[CH:14]2[CH2:15][CH2:16][CH:6]1[C:7]1[CH:8]=[C:9]([NH2:17])[CH:10]=[CH:11][C:12]=1[CH2:13]2.Cl[C:19]1[N:24]=[C:23]([NH:25][C@@H:26]2[CH2:31][CH2:30][CH2:29][CH2:28][C@H:27]2[NH:32][S:33]([CH3:36])(=[O:35])=[O:34])[C:22]([Cl:37])=[CH:21][N:20]=1. No catalyst specified. The product is [Cl:37][C:22]1[C:23]([NH:25][C@@H:26]2[CH2:31][CH2:30][CH2:29][CH2:28][C@H:27]2[NH:32][S:33]([CH3:36])(=[O:35])=[O:34])=[N:24][C:19]([NH:17][C:9]2[CH:10]=[CH:11][C:12]3[CH2:13][CH:14]4[N:5]([CH2:4][CH2:3][O:2][CH3:1])[CH:6]([CH2:16][CH2:15]4)[C:7]=3[CH:8]=2)=[N:20][CH:21]=1. The yield is 0.470. (4) The product is [CH3:18][C:19]1[O:20][C:21]([C:2]2[CH:7]=[C:6]([O:8][C:9]3[CH:10]=[N:11][C:12]([N+:15]([O-:17])=[O:16])=[CH:13][CH:14]=3)[CH:5]=[CH:4][N:3]=2)=[CH:22][N:23]=1. The yield is 0.450. The reactants are Cl[C:2]1[CH:7]=[C:6]([O:8][C:9]2[CH:10]=[N:11][C:12]([N+:15]([O-:17])=[O:16])=[CH:13][CH:14]=2)[CH:5]=[CH:4][N:3]=1.[CH3:18][C:19]1[O:20][C:21](B2OC(C)(C)C(C)(C)O2)=[CH:22][N:23]=1.C([O-])([O-])=O.[K+].[K+].CCOC(C)=O. The catalyst is O1CCOCC1.O.C1C=CC([P]([Pd]([P](C2C=CC=CC=2)(C2C=CC=CC=2)C2C=CC=CC=2)([P](C2C=CC=CC=2)(C2C=CC=CC=2)C2C=CC=CC=2)[P](C2C=CC=CC=2)(C2C=CC=CC=2)C2C=CC=CC=2)(C2C=CC=CC=2)C2C=CC=CC=2)=CC=1. (5) The reactants are [NH2:1][C:2]1[CH:10]=[CH:9][C:5]([C:6]([OH:8])=[O:7])=[CH:4][C:3]=1[O:11][C:12]([F:15])([F:14])[F:13].[Br:16]Br.O. The catalyst is C(O)(=O)C. The product is [NH2:1][C:2]1[C:3]([O:11][C:12]([F:13])([F:14])[F:15])=[CH:4][C:5]([C:6]([OH:8])=[O:7])=[CH:9][C:10]=1[Br:16]. The yield is 0.549. (6) The reactants are [NH:1]([C:3](=[O:15])[CH2:4][CH2:5][N:6]([CH3:14])[C:7](=[O:13])[O:8][C:9]([CH3:12])([CH3:11])[CH3:10])[NH2:2].[CH2:16]([O:23][N:24]1[C:30](=[O:31])[N:29]2[CH2:32][C@H:25]1[CH2:26][CH2:27][C@H:28]2[C:33](O)=[O:34])[C:17]1[CH:22]=[CH:21][CH:20]=[CH:19][CH:18]=1.CN(C(ON1N=NC2C=CC=NC1=2)=[N+](C)C)C.F[P-](F)(F)(F)(F)F.CCN(C(C)C)C(C)C. The catalyst is CN(C=O)C. The product is [CH2:16]([O:23][N:24]1[C:30](=[O:31])[N:29]2[CH2:32][C@H:25]1[CH2:26][CH2:27][C@H:28]2[C:33]([NH:2][NH:1][C:3](=[O:15])[CH2:4][CH2:5][N:6]([CH3:14])[C:7](=[O:13])[O:8][C:9]([CH3:10])([CH3:11])[CH3:12])=[O:34])[C:17]1[CH:18]=[CH:19][CH:20]=[CH:21][CH:22]=1. The yield is 0.780. (7) The reactants are [OH2:1].C[N+]1([O-])[CH2:8][CH2:7][O:6][CH2:5][CH2:4]1.[C:10]([NH:20][CH2:21][CH2:22][CH2:23][CH2:24][C:25]1[CH:30]=[CH:29][C:28](OCC=C)=CC=1)([O:12][CH2:13][C:14]1[CH:19]=[CH:18][CH:17]=[CH:16][CH:15]=1)=[O:11].OS([O-])=O.[Na+].[C:40]([OH:44])(C)(C)C. The catalyst is CC(C)=O.O.[Os](=O)(=O)(=O)=O. The product is [C:10]([NH:20][CH2:21][CH2:22][CH2:23][CH2:24][C:25]1[CH:30]=[CH:29][CH:28]=[CH:8][C:7]=1[O:6][CH2:5][CH:4]([OH:1])[CH2:40][OH:44])([O:12][CH2:13][C:14]1[CH:15]=[CH:16][CH:17]=[CH:18][CH:19]=1)=[O:11]. The yield is 0.620.